From a dataset of Forward reaction prediction with 1.9M reactions from USPTO patents (1976-2016). Predict the product of the given reaction. (1) Given the reactants [C:1]([O:5][C:6](=[O:37])[C@@H:7]([NH:29][C:30]([O:32][C:33]([CH3:36])([CH3:35])[CH3:34])=[O:31])[CH2:8][CH2:9][C:10]([C:22]([O:24][C:25]([CH3:28])([CH3:27])[CH3:26])=[O:23])([CH2:14][C:15]1[CH:20]=[CH:19][C:18]([OH:21])=[CH:17][N:16]=1)C(O)=O)([CH3:4])([CH3:3])[CH3:2], predict the reaction product. The product is: [C:33]([O:32][C:30]([NH:29][C@@H:7]([CH2:8][CH2:9][CH:10]([CH2:14][C:15]1[CH:20]=[CH:19][C:18]([OH:21])=[CH:17][N:16]=1)[C:22]([O:24][C:25]([CH3:26])([CH3:27])[CH3:28])=[O:23])[C:6]([O:5][C:1]([CH3:4])([CH3:2])[CH3:3])=[O:37])=[O:31])([CH3:34])([CH3:35])[CH3:36]. (2) Given the reactants Br[C:2]1[CH:3]=[C:4]2[C:9](=[N:10][CH:11]=1)[NH:8][CH2:7][CH2:6][CH2:5]2.B1(B2OC(C)(C)C(C)(C)O2)OC(C)(C)C(C)(C)O1.C([O-])(=O)C.[K+].Br[C:36]1[CH:37]=[N:38][CH:39]=[C:40]([F:46])[C:41]=1[C:42]([OH:45])([CH3:44])[CH3:43].C([O-])([O-])=O.[Na+].[Na+], predict the reaction product. The product is: [F:46][C:40]1[CH:39]=[N:38][CH:37]=[C:36]([C:2]2[CH:11]=[N:10][C:9]3[NH:8][CH2:7][CH2:6][CH2:5][C:4]=3[CH:3]=2)[C:41]=1[C:42]([OH:45])([CH3:43])[CH3:44]. (3) Given the reactants [Br:1][C:2]1[CH:3]=[N:4][C:5]([NH:8][C:9]2[CH:16]=[CH:15][C:12]([CH:13]=[O:14])=[CH:11][CH:10]=2)=[N:6][CH:7]=1.CC(C)=[O:19].OS(O)(=O)=O.O=[Cr](=O)=O.C(O)(C)C, predict the reaction product. The product is: [Br:1][C:2]1[CH:7]=[N:6][C:5]([NH:8][C:9]2[CH:10]=[CH:11][C:12]([C:13]([OH:19])=[O:14])=[CH:15][CH:16]=2)=[N:4][CH:3]=1. (4) Given the reactants [CH2:1]([O:3][C:4](=[O:16])[CH2:5][CH:6]([C:9]1[CH:10]=[N:11][C:12]([CH3:15])=[N:13][CH:14]=1)[CH:7]=[CH2:8])[CH3:2].B1C2CCCC1CCC2.C([O-])(O)=[O:27].[Na+], predict the reaction product. The product is: [CH2:1]([O:3][C:4](=[O:16])[CH2:5][CH:6]([C:9]1[CH:10]=[N:11][C:12]([CH3:15])=[N:13][CH:14]=1)[CH2:7][CH2:8][OH:27])[CH3:2]. (5) Given the reactants COC([N:5]1[CH:10]=[C:9]([C@@H:11]2[CH2:15][CH2:14][CH2:13][N:12]2[CH3:16])[CH2:8][C:7]([CH:17]=[O:18])=[CH:6]1)=O, predict the reaction product. The product is: [CH3:16][N:12]1[CH2:13][CH2:14][CH2:15][C@H:11]1[C:9]1[CH2:8][C:7]([CH:17]=[O:18])=[CH:6][NH:5][CH:10]=1. (6) Given the reactants [Br:1][C:2]1[CH:11]=[CH:10][CH:9]=[C:8]2[C:3]=1[CH2:4][C@H:5]([C:16]([O:18]C)=[O:17])[N:6](C(OC)=O)[CH2:7]2.[ClH:20], predict the reaction product. The product is: [ClH:20].[Br:1][C:2]1[CH:11]=[CH:10][CH:9]=[C:8]2[C:3]=1[CH2:4][C@H:5]([C:16]([OH:18])=[O:17])[NH:6][CH2:7]2. (7) Given the reactants [Cl:1][C:2]1[CH:7]=[CH:6][C:5]([CH:8]2[N:12]([C:13]3[CH:18]=[C:17]([CH3:19])[C:16](=[O:20])[N:15]([CH3:21])[CH:14]=3)[C:11](=[O:22])[CH:10]([C:23]([CH:25]3[CH2:27][CH2:26]3)=O)[C:9]2=O)=[CH:4][CH:3]=1.[NH:29]([CH2:31][CH2:32][OH:33])[NH2:30], predict the reaction product. The product is: [Cl:1][C:2]1[CH:3]=[CH:4][C:5]([CH:8]2[C:9]3[N:29]([CH2:31][CH2:32][OH:33])[N:30]=[C:23]([CH:25]4[CH2:26][CH2:27]4)[C:10]=3[C:11](=[O:22])[N:12]2[C:13]2[CH:18]=[C:17]([CH3:19])[C:16](=[O:20])[N:15]([CH3:21])[CH:14]=2)=[CH:6][CH:7]=1.